Dataset: Forward reaction prediction with 1.9M reactions from USPTO patents (1976-2016). Task: Predict the product of the given reaction. Given the reactants [NH2:1][C:2]1[C:7]([C:8]#[N:9])=[CH:6][N:5]=[C:4](Cl)[N:3]=1.[C:11]1(B(O)O)[CH:16]=[CH:15][CH:14]=[CH:13][CH:12]=1.P([O-])([O-])([O-])=O.[K+].[K+].[K+], predict the reaction product. The product is: [NH2:1][C:2]1[C:7]([C:8]#[N:9])=[CH:6][N:5]=[C:4]([C:11]2[CH:16]=[CH:15][CH:14]=[CH:13][CH:12]=2)[N:3]=1.